Predict the reaction yield, written as a fraction of the theoretical maximum amount of product (1.0 means a 100% yield; for example, 0.34 means a 34% yield). From a dataset of Reaction yield outcomes from USPTO patents with 853,638 reactions. (1) The reactants are [C:1]([C:3]1([NH:6][C:7]([C@@H:9]2[CH2:13][C@@H:12]([S:14]([C:17]3[CH:23]=[CH:22][C:20]([CH3:21])=[CH:19][CH:18]=3)(=[O:16])=[O:15])[CH2:11][NH:10]2)=[O:8])[CH2:5][CH2:4]1)#[N:2].Cl.[N:25]1([C:31]2([C:34](O)=[O:35])[CH2:33][CH2:32]2)[CH2:30][CH2:29][CH2:28][CH2:27][CH2:26]1. No catalyst specified. The product is [C:1]([C:3]1([NH:6][C:7]([C@@H:9]2[CH2:13][C@@H:12]([S:14]([C:17]3[CH:18]=[CH:19][C:20]([CH3:21])=[CH:22][CH:23]=3)(=[O:16])=[O:15])[CH2:11][N:10]2[C:34]([C:31]2([N:25]3[CH2:30][CH2:29][CH2:28][CH2:27][CH2:26]3)[CH2:32][CH2:33]2)=[O:35])=[O:8])[CH2:5][CH2:4]1)#[N:2]. The yield is 0.400. (2) The reactants are [CH:1](NC(C)C)(C)[CH3:2].[F:8][C:9]1[CH:10]=[N:11][CH:12]=[CH:13][CH:14]=1.C(I)C. The catalyst is O1CCCC1.O. The product is [CH2:1]([C:14]1[CH:13]=[CH:12][N:11]=[CH:10][C:9]=1[F:8])[CH3:2]. The yield is 0.350. (3) The reactants are C1(P(C2C=CC=CC=2)C2C=CC=CC=2)C=CC=CC=1.N(C(OCC)=O)=NC(OCC)=O.[OH:32][C@@H:33]([C:54]1[CH:59]=[CH:58][CH:57]=[CH:56][CH:55]=1)[CH2:34][CH2:35][N:36]1[CH2:41][CH2:40][CH:39]([C:42]2[CH:43]=[C:44]([NH:48][C:49](=[O:53])[CH:50]([CH3:52])[CH3:51])[CH:45]=[CH:46][CH:47]=2)[CH2:38][CH2:37]1.[CH3:60][C:61]([C:63]1[CH:64]=[CH:65][CH:66]=[C:67](O)[CH:68]=1)=[O:62]. The catalyst is C1COCC1. The product is [C:61]([C:63]1[CH:68]=[C:67]([CH:66]=[CH:65][CH:64]=1)[O:32][C@H:33]([C:54]1[CH:55]=[CH:56][CH:57]=[CH:58][CH:59]=1)[CH2:34][CH2:35][N:36]1[CH2:41][CH2:40][CH:39]([C:42]2[CH:43]=[C:44]([NH:48][C:49](=[O:53])[CH:50]([CH3:52])[CH3:51])[CH:45]=[CH:46][CH:47]=2)[CH2:38][CH2:37]1)(=[O:62])[CH3:60]. The yield is 0.399. (4) The reactants are Br[C:2]1[CH:7]=[CH:6][CH:5]=[CH:4][N:3]=1.[OH:8][C:9]1[CH:19]=[CH:18][C:12]([C:13]([O:15][CH2:16][CH3:17])=[O:14])=[CH:11][CH:10]=1.C(=O)([O-])[O-].[K+].[K+].[OH-].[Na+]. No catalyst specified. The product is [CH2:16]([O:15][C:13]([C:12]1[CH:18]=[CH:19][C:9]([O:8][C:2]2[CH:7]=[CH:6][CH:5]=[CH:4][N:3]=2)=[CH:10][CH:11]=1)=[O:14])[CH3:17]. The yield is 0.260.